This data is from Forward reaction prediction with 1.9M reactions from USPTO patents (1976-2016). The task is: Predict the product of the given reaction. Given the reactants C(Cl)[C:2]1[CH:7]=CC=CC=1.[OH:9][C:10]1[CH:11]=[C:12]2[C:17](=[CH:18][C:19]=1[O:20][CH3:21])[N:16]=[CH:15][NH:14][C:13]2=[O:22].C(=O)([O-])[O-:24].[K+].[K+], predict the reaction product. The product is: [C:7]([O:9][C:10]1[CH:11]=[C:12]2[C:17](=[CH:18][C:19]=1[O:20][CH3:21])[N:16]=[CH:15][NH:14][C:13]2=[O:22])(=[O:24])[CH3:2].